This data is from Full USPTO retrosynthesis dataset with 1.9M reactions from patents (1976-2016). The task is: Predict the reactants needed to synthesize the given product. (1) Given the product [Cl:1][C:2]1[CH:3]=[CH:4][C:5]([S:12]([CH3:15])(=[O:14])=[O:13])=[C:6]([CH2:7][OH:8])[CH:11]=1, predict the reactants needed to synthesize it. The reactants are: [Cl:1][C:2]1[CH:3]=[CH:4][C:5]([S:12]([CH3:15])(=[O:14])=[O:13])=[C:6]([CH:11]=1)[C:7](OC)=[O:8].[BH4-].[Li+]. (2) Given the product [F:34][C:20]1[C:19]([C:9]2[N:10]=[C:11]([CH:13]3[CH2:18][CH2:17][O:16][CH2:15][CH2:14]3)[S:12][C:8]=2[C:6]2[CH:5]=[CH:4][N:3]=[C:2]([CH3:35])[N:7]=2)=[CH:24][CH:23]=[CH:22][C:21]=1[NH:25][S:26]([C:29]1[CH:33]=[CH:32][O:31][CH:30]=1)(=[O:28])=[O:27], predict the reactants needed to synthesize it. The reactants are: Cl[C:2]1[N:7]=[C:6]([C:8]2[S:12][C:11]([CH:13]3[CH2:18][CH2:17][O:16][CH2:15][CH2:14]3)=[N:10][C:9]=2[C:19]2[C:20]([F:34])=[C:21]([NH:25][S:26]([C:29]3[CH:33]=[CH:32][O:31][CH:30]=3)(=[O:28])=[O:27])[CH:22]=[CH:23][CH:24]=2)[CH:5]=[CH:4][N:3]=1.[CH3:35][Zn]C. (3) Given the product [C:1]([O:5][C:6]([NH:8][C:9]1[C:13]2=[N:14][CH:15]=[C:16]([CH2:18][O:19][CH3:28])[CH:17]=[C:12]2[S:11][C:10]=1[C:20]([O:22][CH3:23])=[O:21])=[O:7])([CH3:4])([CH3:3])[CH3:2], predict the reactants needed to synthesize it. The reactants are: [C:1]([O:5][C:6]([NH:8][C:9]1[C:13]2=[N:14][CH:15]=[C:16]([CH2:18][OH:19])[CH:17]=[C:12]2[S:11][C:10]=1[C:20]([O:22][CH3:23])=[O:21])=[O:7])([CH3:4])([CH3:3])[CH3:2].S(Cl)(Cl)=O.[CH3:28]O.C[O-].[Na+]. (4) Given the product [C:34]([O:33][C:31]([N:9]1[CH2:8][CH:7]2[N:23]([C:24]([O:26][C:27]([CH3:28])([CH3:29])[CH3:30])=[O:25])[CH:11]([CH2:12][C:13]([C:14]3[S:15][CH:16]=[C:17]([CH2:19][CH2:20][CH2:21][O:22][Si:50]([C:47]([CH3:49])([CH3:48])[CH3:46])([CH3:52])[CH3:51])[N:18]=3)=[C:6]2[C:4]([OH:3])=[O:5])[CH2:10]1)=[O:32])([CH3:35])([CH3:37])[CH3:36], predict the reactants needed to synthesize it. The reactants are: C([O:3][C:4]([C:6]1[CH:7]2[N:23]([C:24]([O:26][C:27]([CH3:30])([CH3:29])[CH3:28])=[O:25])[CH:11]([CH2:12][C:13]=1[C:14]1[S:15][CH:16]=[C:17]([CH2:19][CH2:20][CH2:21][OH:22])[N:18]=1)[CH2:10][N:9]([C:31]([O:33][C:34]([CH3:37])([CH3:36])[CH3:35])=[O:32])[CH2:8]2)=[O:5])C.[OH-].[Na+].Cl.N1C=CN=C1.[CH3:46][C:47]([Si:50](Cl)([CH3:52])[CH3:51])([CH3:49])[CH3:48].[NH4+].[Cl-].C([O-])([O-])=O.[K+].[K+]. (5) Given the product [C:23]([C:25]1[CH:30]=[CH:29][CH:28]=[CH:27][C:26]=1[CH:31]=[CH:32][C:33]([NH:8][C@H:7]([C:9]([OH:11])=[O:10])[CH2:6][C:5]1[C:12]2[C:17](=[CH:16][CH:15]=[CH:14][CH:13]=2)[N:3]([CH3:2])[CH:4]=1)=[O:34])#[N:24], predict the reactants needed to synthesize it. The reactants are: O.[CH3:2][N:3]1[C:17]2[C:12](=[CH:13][CH:14]=[CH:15][CH:16]=2)[C:5]([CH2:6][C@@H:7]([C:9]([OH:11])=[O:10])[NH2:8])=[CH:4]1.C(=O)([O-])O.[Na+].[C:23]([C:25]1[CH:30]=[CH:29][CH:28]=[CH:27][C:26]=1[CH:31]=[CH:32][C:33](ON1C(=O)CCC1=O)=[O:34])#[N:24]. (6) Given the product [CH3:23][C:24]1[C:29]([CH3:30])=[CH:28][CH:27]=[CH:26][C:25]=1[CH2:31][C:32]([N:3]1[C:11]2[C:6](=[CH:7][C:8]([C:12]3[C:20]4[C:15](=[N:16][CH:17]=[N:18][C:19]=4[NH2:21])[N:14]([CH3:22])[N:13]=3)=[CH:9][CH:10]=2)[CH2:5][CH2:4]1)=[O:33], predict the reactants needed to synthesize it. The reactants are: Cl.Cl.[NH:3]1[C:11]2[C:6](=[CH:7][C:8]([C:12]3[C:20]4[C:15](=[N:16][CH:17]=[N:18][C:19]=4[NH2:21])[N:14]([CH3:22])[N:13]=3)=[CH:9][CH:10]=2)[CH2:5][CH2:4]1.[CH3:23][C:24]1[C:29]([CH3:30])=[CH:28][CH:27]=[CH:26][C:25]=1[CH2:31][C:32](O)=[O:33].CN(C(ON1N=NC2C=CC=NC1=2)=[N+](C)C)C.F[P-](F)(F)(F)(F)F.CCN(C(C)C)C(C)C.